Dataset: Catalyst prediction with 721,799 reactions and 888 catalyst types from USPTO. Task: Predict which catalyst facilitates the given reaction. (1) Reactant: ClC(Cl)(O[C:5](=[O:11])OC(Cl)(Cl)Cl)Cl.C(N(CC)CC)C.[O:20]1[C:25]2[CH:26]=[CH:27][CH:28]=[CH:29][C:24]=2[NH:23][CH2:22][CH2:21]1.Cl.[CH:31]12[CH2:40][CH:35]3[CH2:36][CH:37]([CH2:39][CH:33]([CH2:34]3)[CH:32]1[NH2:41])[CH2:38]2. Product: [CH:31]12[CH2:40][CH:35]3[CH2:36][CH:37]([CH2:39][CH:33]([CH2:34]3)[CH:32]1[NH:41][C:5]([N:23]1[C:24]3[CH:29]=[CH:28][CH:27]=[CH:26][C:25]=3[O:20][CH2:21][CH2:22]1)=[O:11])[CH2:38]2. The catalyst class is: 146. (2) Reactant: N(C(OC(C)(C)C)=O)=NC(OC(C)(C)C)=O.[NH2:17][C:18]1[N:23]=[CH:22][C:21]([C:24]2[CH:29]=[CH:28][C:27]([OH:30])=[C:26]([O:31][CH3:32])[CH:25]=2)=[CH:20][C:19]=1[C:33]1[O:34][C:35]2[C:36]([N:41]=1)=[N:37][CH:38]=[CH:39][CH:40]=2.[O:42]1[CH2:47][CH2:46][N:45]([CH2:48][CH2:49]O)[CH2:44][CH2:43]1.C1(P(C2C=CC=CC=2)C2C=CC=CC=2)C=CC=CC=1. Product: [CH3:32][O:31][C:26]1[CH:25]=[C:24]([C:21]2[CH:20]=[C:19]([C:33]3[O:34][C:35]4[C:36]([N:41]=3)=[N:37][CH:38]=[CH:39][CH:40]=4)[C:18]([NH2:17])=[N:23][CH:22]=2)[CH:29]=[CH:28][C:27]=1[O:30][CH2:49][CH2:48][N:45]1[CH2:46][CH2:47][O:42][CH2:43][CH2:44]1. The catalyst class is: 4. (3) Reactant: [Cl:1][C:2]1[CH:7]=[C:6]([C:8]([F:11])([F:10])[F:9])[N:5]=[C:4]([C:12]2[CH:17]=[CH:16][CH:15]=[CH:14][N:13]=2)[N:3]=1.[F:18][C:19]([F:29])([F:28])[O:20][C:21]1[CH:22]=[C:23]([CH:25]=[CH:26][CH:27]=1)[NH2:24].Cl. Product: [ClH:1].[F:18][C:19]([F:28])([F:29])[O:20][C:21]1[CH:22]=[C:23]([CH:25]=[CH:26][CH:27]=1)[NH:24][C:2]1[CH:7]=[C:6]([C:8]([F:11])([F:10])[F:9])[N:5]=[C:4]([C:12]2[CH:17]=[CH:16][CH:15]=[CH:14][N:13]=2)[N:3]=1. The catalyst class is: 97. (4) Reactant: Cl[CH2:2][C:3]([NH:5][C:6]1[CH:11]=[CH:10][C:9]([Cl:12])=[CH:8][N:7]=1)=[O:4].[C:13]([O-:16])(=[O:15])[CH3:14].[Na+]. Product: [Cl:12][C:9]1[CH:10]=[CH:11][C:6]([NH:5][C:3](=[O:4])[CH2:2][O:16][C:13](=[O:15])[CH3:14])=[N:7][CH:8]=1. The catalyst class is: 42.